From a dataset of Catalyst prediction with 721,799 reactions and 888 catalyst types from USPTO. Predict which catalyst facilitates the given reaction. (1) Reactant: [F:1][C:2]1[C:3]2[N:4]([CH:8]=[C:9]([CH2:11][C@@H:12]3[CH2:17][CH2:16][CH2:15][CH2:14][N:13]3C(OC(C)(C)C)=O)[N:10]=2)[CH:5]=[CH:6][CH:7]=1.[ClH:25].O1CCOCC1. Product: [ClH:25].[F:1][C:2]1[C:3]2[N:4]([CH:8]=[C:9]([CH2:11][C@@H:12]3[CH2:17][CH2:16][CH2:15][CH2:14][NH:13]3)[N:10]=2)[CH:5]=[CH:6][CH:7]=1. The catalyst class is: 2. (2) Reactant: [C:1]([O:5][C:6](=[O:31])[CH2:7][CH:8]([NH2:30])[C:9]([NH:11][CH:12]([C:23]([O:25][C:26]([CH3:29])([CH3:28])[CH3:27])=[O:24])[CH2:13][C:14]1[C:22]2[C:17](=[CH:18][CH:19]=[CH:20][CH:21]=2)[NH:16][CH:15]=1)=[O:10])([CH3:4])([CH3:3])[CH3:2].[CH3:32]CN(C(C)C)C(C)C.BrC[C:43]([O:45][CH3:46])=[O:44]. Product: [C:1]([O:5][C:6](=[O:31])[CH2:7][CH:8]([N:30]([C:43]([O:45][CH3:46])=[O:44])[CH3:32])[C:9]([NH:11][CH:12]([C:23]([O:25][C:26]([CH3:29])([CH3:28])[CH3:27])=[O:24])[CH2:13][C:14]1[C:22]2[C:17](=[CH:18][CH:19]=[CH:20][CH:21]=2)[NH:16][CH:15]=1)=[O:10])([CH3:4])([CH3:2])[CH3:3]. The catalyst class is: 1.